Dataset: Full USPTO retrosynthesis dataset with 1.9M reactions from patents (1976-2016). Task: Predict the reactants needed to synthesize the given product. (1) The reactants are: [NH2:1][C:2]1[CH:7]=[CH:6][C:5]([N:8]2[CH:12]=[CH:11][N:10]([C:13]3[CH:18]=[CH:17][C:16]([O:19][C:20]4[CH:25]=[CH:24][CH:23]=[CH:22][CH:21]=4)=[CH:15][CH:14]=3)[C:9]2=[O:26])=[CH:4][CH:3]=1.[O:27]=[C:28]1[NH:32][CH2:31][C:30](=[O:33])[N:29]1[CH2:34][C:35](O)=[O:36]. Given the product [O:27]=[C:28]1[NH:32][CH2:31][C:30](=[O:33])[N:29]1[CH2:34][C:35]([NH:1][C:2]1[CH:3]=[CH:4][C:5]([N:8]2[CH:12]=[CH:11][N:10]([C:13]3[CH:18]=[CH:17][C:16]([O:19][C:20]4[CH:25]=[CH:24][CH:23]=[CH:22][CH:21]=4)=[CH:15][CH:14]=3)[C:9]2=[O:26])=[CH:6][CH:7]=1)=[O:36], predict the reactants needed to synthesize it. (2) Given the product [N:9]1[C:18]2[NH:17][C:16]3[CH:19]=[C:20]([CH2:23][OH:24])[CH:21]=[CH:22][C:15]=3[S:14][C:13]=2[N:12]=[CH:11][CH:10]=1, predict the reactants needed to synthesize it. The reactants are: [H-].[Li+].[Al+3].[Li+].[H-].[H-].[H-].[H-].[N:9]1[C:18]2[NH:17][C:16]3[CH:19]=[C:20]([C:23](OC)=[O:24])[CH:21]=[CH:22][C:15]=3[S:14][C:13]=2[N:12]=[CH:11][CH:10]=1.O.[OH-].[Na+].